Dataset: Full USPTO retrosynthesis dataset with 1.9M reactions from patents (1976-2016). Task: Predict the reactants needed to synthesize the given product. (1) Given the product [CH3:40][C:39]1[CH:41]=[CH:42][C:36]([S:33]([O:19][CH2:18][CH2:17][O:16][C:12]2[N:11]3[C:20]([NH:21][C:22]4[CH:31]=[CH:30][C:25]5[O:26][CH2:27][CH2:28][O:29][C:24]=5[CH:23]=4)=[C:8]([C:7]4[C:2]([F:1])=[CH:3][N:4]=[CH:5][C:6]=4[F:32])[N:9]=[C:10]3[CH:15]=[CH:14][CH:13]=2)(=[O:35])=[O:34])=[CH:37][CH:38]=1, predict the reactants needed to synthesize it. The reactants are: [F:1][C:2]1[CH:3]=[N:4][CH:5]=[C:6]([F:32])[C:7]=1[C:8]1[N:9]=[C:10]2[CH:15]=[CH:14][CH:13]=[C:12]([O:16][CH2:17][CH2:18][OH:19])[N:11]2[C:20]=1[NH:21][C:22]1[CH:31]=[CH:30][C:25]2[O:26][CH2:27][CH2:28][O:29][C:24]=2[CH:23]=1.[S:33](Cl)([C:36]1[CH:42]=[CH:41][C:39]([CH3:40])=[CH:38][CH:37]=1)(=[O:35])=[O:34].CCN(CC)CC. (2) Given the product [NH2:34][C:30]1[NH:31][C:32](=[O:33])[C:27]2[CH:26]=[C:25]([CH2:24][CH2:23][CH2:22][CH2:21][C:18]3[O:17][C:16]([C:14]([NH:13][C@@H:5]([CH2:6][CH2:7][C:8]([OH:10])=[O:9])[C:4]([OH:36])=[O:3])=[O:15])=[CH:20][CH:19]=3)[NH:35][C:28]=2[N:29]=1, predict the reactants needed to synthesize it. The reactants are: C([O:3][C:4](=[O:36])[C@@H:5]([NH:13][C:14]([C:16]1[O:17][C:18]([CH2:21][CH2:22][CH2:23][CH2:24][C:25]2[NH:35][C:28]3[N:29]=[C:30]([NH2:34])[NH:31][C:32](=[O:33])[C:27]=3[CH:26]=2)=[CH:19][CH:20]=1)=[O:15])[CH2:6][CH2:7][C:8]([O:10]CC)=[O:9])C. (3) Given the product [F:35][C:15]1[C:14]([C:12]([C:8]2[CH:9]=[C:10]3[C:5](=[CH:6][CH:7]=2)[N:4]=[CH:3][C:2]([O:40][CH2:39][CH2:38][O:37][CH3:36])=[N:11]3)=[O:13])=[C:19]([F:20])[C:18]([F:21])=[CH:17][C:16]=1[NH:22][S:23]([CH2:26][CH2:27][CH3:28])(=[O:25])=[O:24], predict the reactants needed to synthesize it. The reactants are: Cl[C:2]1[CH:3]=[N:4][C:5]2[C:10]([N:11]=1)=[CH:9][C:8]([C:12]([C:14]1[C:15]([F:35])=[C:16]([N:22](S(CCC)(=O)=O)[S:23]([CH2:26][CH2:27][CH3:28])(=[O:25])=[O:24])[CH:17]=[C:18]([F:21])[C:19]=1[F:20])=[O:13])=[CH:7][CH:6]=2.[CH3:36][O:37][CH2:38][CH2:39][OH:40].C([O-])([O-])=O.[Cs+].[Cs+]. (4) Given the product [NH2:1][C:4]1[CH:9]=[CH:8][CH:7]=[C:6]([NH2:10])[C:5]=1[NH:13][CH2:14][CH2:15][CH2:16][OH:17], predict the reactants needed to synthesize it. The reactants are: [N+:1]([C:4]1[CH:9]=[CH:8][CH:7]=[C:6]([N+:10]([O-])=O)[C:5]=1[NH:13][CH2:14][CH2:15][CH2:16][OH:17])([O-])=O. (5) The reactants are: [C:1]([O:5][C:6]([N:8]1[CH2:24][CH2:23][C:11]2([CH2:15][N:14]([C:16]3[N:21]=[CH:20][C:19](Br)=[CH:18][N:17]=3)[CH2:13][CH2:12]2)[CH2:10][CH2:9]1)=[O:7])([CH3:4])([CH3:3])[CH3:2].[Li]CCCC.[CH3:30][S:31]SC. Given the product [C:1]([O:5][C:6]([N:8]1[CH2:24][CH2:23][C:11]2([CH2:15][N:14]([C:16]3[N:21]=[CH:20][C:19]([S:31][CH3:30])=[CH:18][N:17]=3)[CH2:13][CH2:12]2)[CH2:10][CH2:9]1)=[O:7])([CH3:4])([CH3:3])[CH3:2], predict the reactants needed to synthesize it.